From a dataset of NCI-60 drug combinations with 297,098 pairs across 59 cell lines. Regression. Given two drug SMILES strings and cell line genomic features, predict the synergy score measuring deviation from expected non-interaction effect. (1) Drug 1: CC1=C2C(C(=O)C3(C(CC4C(C3C(C(C2(C)C)(CC1OC(=O)C(C(C5=CC=CC=C5)NC(=O)OC(C)(C)C)O)O)OC(=O)C6=CC=CC=C6)(CO4)OC(=O)C)OC)C)OC. Drug 2: C1C(C(OC1N2C=C(C(=O)NC2=O)F)CO)O. Cell line: HCT116. Synergy scores: CSS=60.1, Synergy_ZIP=-7.35, Synergy_Bliss=-9.33, Synergy_Loewe=-4.18, Synergy_HSA=-2.10. (2) Drug 1: CS(=O)(=O)C1=CC(=C(C=C1)C(=O)NC2=CC(=C(C=C2)Cl)C3=CC=CC=N3)Cl. Drug 2: CC1=C2C(C(=O)C3(C(CC4C(C3C(C(C2(C)C)(CC1OC(=O)C(C(C5=CC=CC=C5)NC(=O)C6=CC=CC=C6)O)O)OC(=O)C7=CC=CC=C7)(CO4)OC(=O)C)O)C)OC(=O)C. Cell line: CAKI-1. Synergy scores: CSS=40.7, Synergy_ZIP=2.41, Synergy_Bliss=5.25, Synergy_Loewe=-76.4, Synergy_HSA=6.58. (3) Drug 1: CCC1=C2CN3C(=CC4=C(C3=O)COC(=O)C4(CC)O)C2=NC5=C1C=C(C=C5)O. Drug 2: C1=CC=C(C(=C1)C(C2=CC=C(C=C2)Cl)C(Cl)Cl)Cl. Cell line: SF-268. Synergy scores: CSS=20.9, Synergy_ZIP=-7.26, Synergy_Bliss=-0.394, Synergy_Loewe=-31.5, Synergy_HSA=-3.28. (4) Synergy scores: CSS=60.8, Synergy_ZIP=5.17, Synergy_Bliss=6.14, Synergy_Loewe=5.10, Synergy_HSA=6.08. Cell line: UACC-257. Drug 2: CCC1(CC2CC(C3=C(CCN(C2)C1)C4=CC=CC=C4N3)(C5=C(C=C6C(=C5)C78CCN9C7C(C=CC9)(C(C(C8N6C=O)(C(=O)OC)O)OC(=O)C)CC)OC)C(=O)OC)O.OS(=O)(=O)O. Drug 1: CCCS(=O)(=O)NC1=C(C(=C(C=C1)F)C(=O)C2=CNC3=C2C=C(C=N3)C4=CC=C(C=C4)Cl)F. (5) Drug 1: C1CCC(CC1)NC(=O)N(CCCl)N=O. Drug 2: C1=NC(=NC(=O)N1C2C(C(C(O2)CO)O)O)N. Cell line: ACHN. Synergy scores: CSS=25.8, Synergy_ZIP=-6.23, Synergy_Bliss=-1.44, Synergy_Loewe=-16.1, Synergy_HSA=1.92.